This data is from Full USPTO retrosynthesis dataset with 1.9M reactions from patents (1976-2016). The task is: Predict the reactants needed to synthesize the given product. Given the product [NH2:1][C:4]1[CH:5]=[C:6]2[C:10](=[CH:11][CH:12]=1)[NH:9][N:8]=[C:7]2[C:13]1[CH:18]=[CH:17][CH:16]=[CH:15][CH:14]=1, predict the reactants needed to synthesize it. The reactants are: [N+:1]([C:4]1[CH:5]=[C:6]2[C:10](=[CH:11][CH:12]=1)[NH:9][N:8]=[C:7]2[C:13]1[CH:18]=[CH:17][CH:16]=[CH:15][CH:14]=1)([O-])=O.